Dataset: NCI-60 drug combinations with 297,098 pairs across 59 cell lines. Task: Regression. Given two drug SMILES strings and cell line genomic features, predict the synergy score measuring deviation from expected non-interaction effect. (1) Drug 1: C(CC(=O)O)C(=O)CN.Cl. Drug 2: N.N.Cl[Pt+2]Cl. Cell line: SW-620. Synergy scores: CSS=29.3, Synergy_ZIP=-0.635, Synergy_Bliss=-0.740, Synergy_Loewe=-14.8, Synergy_HSA=2.81. (2) Drug 1: C1=C(C(=O)NC(=O)N1)N(CCCl)CCCl. Drug 2: C1=CC(=CC=C1C#N)C(C2=CC=C(C=C2)C#N)N3C=NC=N3. Cell line: SK-MEL-28. Synergy scores: CSS=-0.808, Synergy_ZIP=-3.99, Synergy_Bliss=-1.24, Synergy_Loewe=-4.50, Synergy_HSA=-3.31. (3) Drug 1: CC12CCC3C(C1CCC2=O)CC(=C)C4=CC(=O)C=CC34C. Synergy scores: CSS=49.9, Synergy_ZIP=1.96, Synergy_Bliss=0.999, Synergy_Loewe=-8.89, Synergy_HSA=4.74. Cell line: KM12. Drug 2: C1=NNC2=C1C(=O)NC=N2. (4) Drug 1: CCC1(CC2CC(C3=C(CCN(C2)C1)C4=CC=CC=C4N3)(C5=C(C=C6C(=C5)C78CCN9C7C(C=CC9)(C(C(C8N6C=O)(C(=O)OC)O)OC(=O)C)CC)OC)C(=O)OC)O.OS(=O)(=O)O. Drug 2: CC1C(C(CC(O1)OC2CC(OC(C2O)C)OC3=CC4=CC5=C(C(=O)C(C(C5)C(C(=O)C(C(C)O)O)OC)OC6CC(C(C(O6)C)O)OC7CC(C(C(O7)C)O)OC8CC(C(C(O8)C)O)(C)O)C(=C4C(=C3C)O)O)O)O. Cell line: MDA-MB-435. Synergy scores: CSS=39.6, Synergy_ZIP=0.324, Synergy_Bliss=-1.80, Synergy_Loewe=-0.364, Synergy_HSA=-2.88. (5) Cell line: T-47D. Synergy scores: CSS=4.97, Synergy_ZIP=-2.80, Synergy_Bliss=-3.63, Synergy_Loewe=-9.17, Synergy_HSA=-3.51. Drug 2: CC1=C(C(=CC=C1)Cl)NC(=O)C2=CN=C(S2)NC3=CC(=NC(=N3)C)N4CCN(CC4)CCO. Drug 1: C1CC(=O)NC(=O)C1N2CC3=C(C2=O)C=CC=C3N.